From a dataset of Full USPTO retrosynthesis dataset with 1.9M reactions from patents (1976-2016). Predict the reactants needed to synthesize the given product. (1) The reactants are: [CH2:1]([N:3]([CH:6]([CH2:12][C:13]1[CH:18]=[CH:17][C:16]([O:19][CH2:20][CH2:21][NH:22][C:23](=[O:36])[C:24]2[CH:29]=[CH:28][C:27]([C:30]3[CH:35]=[CH:34][CH:33]=[CH:32][CH:31]=3)=[CH:26][CH:25]=2)=[CH:15][CH:14]=1)[C:7]([O:9]CC)=[O:8])[CH2:4][CH3:5])[CH3:2].[OH-].[Na+]. Given the product [C:27]1([C:30]2[CH:31]=[CH:32][CH:33]=[CH:34][CH:35]=2)[CH:26]=[CH:25][C:24]([C:23]([NH:22][CH2:21][CH2:20][O:19][C:16]2[CH:17]=[CH:18][C:13]([CH2:12][CH:6]([N:3]([CH2:4][CH3:5])[CH2:1][CH3:2])[C:7]([OH:9])=[O:8])=[CH:14][CH:15]=2)=[O:36])=[CH:29][CH:28]=1, predict the reactants needed to synthesize it. (2) The reactants are: [F:1][C:2]([F:20])([F:19])[CH2:3][N:4]1[C:12](=[O:13])[C:11]2[C:6](=[CH:7][CH:8]=[C:9]([C:14]([F:17])([F:16])[F:15])[CH:10]=2)[C:5]1=[O:18]. Given the product [OH:13][CH:12]1[C:11]2[C:6](=[CH:7][CH:8]=[C:9]([C:14]([F:16])([F:17])[F:15])[CH:10]=2)[C:5](=[O:18])[N:4]1[CH2:3][C:2]([F:19])([F:1])[F:20], predict the reactants needed to synthesize it. (3) Given the product [CH:21]1([C:19]2[CH:18]=[C:17]([N:13]3[CH2:14][CH2:15][C:16]4[NH:8][C:9]([C:25]5[C:26]([F:32])=[CH:27][CH:28]=[CH:29][C:30]=5[F:31])=[CH:10][C:11]=4[CH2:12]3)[N:41]([CH2:39][CH3:40])[N:42]=2)[CH2:23][CH2:22]1, predict the reactants needed to synthesize it. The reactants are: C(OC([N:8]1[C:16]2[CH2:15][CH2:14][N:13]([C:17](=S)[CH2:18][C:19]([CH:21]3[CH2:23][CH2:22]3)=O)[CH2:12][C:11]=2[CH:10]=[C:9]1[C:25]1[C:30]([F:31])=[CH:29][CH:28]=[CH:27][C:26]=1[F:32])=O)(C)(C)C.C(O)(=O)C(O)=O.[CH2:39]([NH:41][NH2:42])[CH3:40].CCN(CC)CC.